Task: Predict the reaction yield, written as a fraction of the theoretical maximum amount of product (1.0 means a 100% yield; for example, 0.34 means a 34% yield).. Dataset: Reaction yield outcomes from USPTO patents with 853,638 reactions (1) The reactants are ClCC([C:5]1[CH:14]=[C:13]2[C:8]([CH2:9][CH2:10][N:11]([C:15](=[O:20])[C:16]([F:19])([F:18])[F:17])[CH2:12]2)=[CH:7][CH:6]=1)=O.[Cl:21]C1C=C(C=CC=1)C(OO)=O.F[C:33](F)(F)[C:34]([OH:36])=[O:35].[OH-].[NH4+]. The catalyst is C(Cl)Cl. The product is [Cl:21][CH2:33][C:34]([O:36][C:5]1[CH:14]=[C:13]2[C:8]([CH2:9][CH2:10][N:11]([C:15](=[O:20])[C:16]([F:17])([F:18])[F:19])[CH2:12]2)=[CH:7][CH:6]=1)=[O:35]. The yield is 0.480. (2) The reactants are [NH2:1][C:2](=[O:17])[C@@H:3]([OH:16])[CH2:4][NH:5][C:6]1[N:11]=[C:10](Cl)[N:9]=[C:8]([C:13]([NH2:15])=[O:14])[CH:7]=1.[F:18][C:19]1[CH:40]=[CH:39][C:22]([O:23][C:24]2[CH:29]=[CH:28][C:27](B3OC(C)(C)C(C)(C)O3)=[CH:26][CH:25]=2)=[CH:21][CH:20]=1.C([O-])([O-])=O.[Na+].[Na+]. The catalyst is O1CCOCC1.C1C=CC(P(C2C=CC=CC=2)[C-]2C=CC=C2)=CC=1.C1C=CC(P(C2C=CC=CC=2)[C-]2C=CC=C2)=CC=1.Cl[Pd]Cl.[Fe+2]. The product is [NH2:1][C:2](=[O:17])[C@@H:3]([OH:16])[CH2:4][NH:5][C:6]1[N:11]=[C:10]([C:27]2[CH:26]=[CH:25][C:24]([O:23][C:22]3[CH:21]=[CH:20][C:19]([F:18])=[CH:40][CH:39]=3)=[CH:29][CH:28]=2)[N:9]=[C:8]([C:13]([NH2:15])=[O:14])[CH:7]=1. The yield is 0.200. (3) The reactants are [NH2:1][C@@H:2]([CH2:20][C:21]1[CH:26]=[CH:25][CH:24]=[CH:23][CH:22]=1)[C:3]([NH:5][C:6]1[CH:11]=[C:10]([C:12]2[CH:17]=[CH:16][N:15]=[C:14]([CH3:18])[CH:13]=2)[CH:9]=[C:8]([Cl:19])[CH:7]=1)=[O:4].C(O)(=O)C.[N:31]1[CH:36]=[CH:35][CH:34]=[CH:33][C:32]=1[CH:37]=O.C([BH3-])#N.[Na+].Cl. The catalyst is C(OC)(OC)OC.O. The product is [Cl:19][C:8]1[CH:7]=[C:6]([NH:5][C:3](=[O:4])[C@@H:2]([NH:1][CH2:37][C:32]2[CH:33]=[CH:34][CH:35]=[CH:36][N:31]=2)[CH2:20][C:21]2[CH:26]=[CH:25][CH:24]=[CH:23][CH:22]=2)[CH:11]=[C:10]([C:12]2[CH:17]=[CH:16][N:15]=[C:14]([CH3:18])[CH:13]=2)[CH:9]=1. The yield is 0.750. (4) The product is [ClH:16].[CH:1]1([CH2:5][CH2:6][NH:7][C:8]([C:10]2[N:11]=[N:12][C:13]([N:17]3[CH2:18][CH2:19][CH:20]([NH:23][C:24]4[CH:29]=[CH:28][CH:27]=[CH:26][C:25]=4[C:30]([F:31])([F:32])[F:33])[CH2:21][CH2:22]3)=[CH:14][CH:15]=2)=[O:9])[CH2:4][CH2:3][CH2:2]1. The reactants are [CH:1]1([CH2:5][CH2:6][NH:7][C:8]([C:10]2[N:11]=[N:12][C:13]([Cl:16])=[CH:14][CH:15]=2)=[O:9])[CH2:4][CH2:3][CH2:2]1.[NH:17]1[CH2:22][CH2:21][CH:20]([NH:23][C:24]2[CH:29]=[CH:28][CH:27]=[CH:26][C:25]=2[C:30]([F:33])([F:32])[F:31])[CH2:19][CH2:18]1. The yield is 0.600. No catalyst specified. (5) The reactants are [Cl:1][C:2]1[C:3]([F:30])=[C:4]([NH:8][C:9]2[C:18]3[C:13](=[CH:14][C:15]([O:19][C@@H:20]4[CH2:24][N:23]([CH3:25])[C@H:22]([C:26]([O:28]C)=[O:27])[CH2:21]4)=[CH:16][CH:17]=3)[N:12]=[CH:11][N:10]=2)[CH:5]=[CH:6][CH:7]=1.O.O.[OH-].[Li+].Cl. The catalyst is O1CCCC1.O1CCOCC1. The product is [Cl:1][C:2]1[C:3]([F:30])=[C:4]([NH:8][C:9]2[C:18]3[C:13](=[CH:14][C:15]([O:19][C@@H:20]4[CH2:24][N:23]([CH3:25])[C@H:22]([C:26]([OH:28])=[O:27])[CH2:21]4)=[CH:16][CH:17]=3)[N:12]=[CH:11][N:10]=2)[CH:5]=[CH:6][CH:7]=1. The yield is 1.00. (6) The reactants are [CH3:1][O:2][C:3]1[CH:4]=[C:5]([CH:19]=[CH:20][C:21]=1[O:22][CH3:23])[CH2:6][NH:7][C:8]1[CH:13]=[C:12](I)[CH:11]=[C:10]([C:15]([F:18])([F:17])[F:16])[N:9]=1.CC1(C)C(C)(C)OB([C:32]2[CH:37]=[CH:36][N:35]=[CH:34][C:33]=2[NH2:38])O1. The catalyst is COCCOC.C1C=CC(P(C2C=CC=CC=2)[C-]2C=CC=C2)=CC=1.C1C=CC(P(C2C=CC=CC=2)[C-]2C=CC=C2)=CC=1.Cl[Pd]Cl.[Fe+2].C(Cl)Cl. The product is [CH3:1][O:2][C:3]1[CH:4]=[C:5]([CH:19]=[CH:20][C:21]=1[O:22][CH3:23])[CH2:6][NH:7][C:8]1[CH:13]=[C:12]([C:32]2[CH:37]=[CH:36][N:35]=[CH:34][C:33]=2[NH2:38])[CH:11]=[C:10]([C:15]([F:18])([F:17])[F:16])[N:9]=1. The yield is 0.380. (7) The reactants are FC(F)(F)C(O)=O.FC(F)(F)C(O)=O.[NH2:15][CH2:16][CH2:17][N:18]1[CH2:23][CH2:22][N:21]([C:24]2[C:25]3[S:32][C:31]([C:33]([NH2:35])=[O:34])=[CH:30][C:26]=3[N:27]=[CH:28][N:29]=2)[CH2:20][CH2:19]1.[C:36]([O:40][C:41]([NH:43][CH2:44][CH2:45][NH:46][C:47]([C:49]1[CH:50]=[C:51]([CH:55]=[CH:56][CH:57]=1)[C:52](O)=[O:53])=[O:48])=[O:42])([CH3:39])([CH3:38])[CH3:37].CN(C(ON1N=NC2C=CC=NC1=2)=[N+](C)C)C.F[P-](F)(F)(F)(F)F. The catalyst is CN(C=O)C.C([O-])(O)=O.[Na+].O. The product is [C:33]([C:31]1[S:32][C:25]2[C:24]([N:21]3[CH2:22][CH2:23][N:18]([CH2:17][CH2:16][NH:15][C:52]([C:51]4[CH:50]=[C:49]([CH:57]=[CH:56][CH:55]=4)[C:47]([NH:46][CH2:45][CH2:44][NH:43][C:41](=[O:42])[O:40][C:36]([CH3:37])([CH3:38])[CH3:39])=[O:48])=[O:53])[CH2:19][CH2:20]3)=[N:29][CH:28]=[N:27][C:26]=2[CH:30]=1)(=[O:34])[NH2:35]. The yield is 0.600. (8) The reactants are [C:1]([C:4]1[CH:11]=[CH:10][C:7]([CH:8]=[O:9])=[CH:6][CH:5]=1)([OH:3])=O.C(Cl)(=O)C(Cl)=O.[C:18]([NH:22][CH2:23][CH2:24][C:25]([O:27][C:28]([CH3:31])([CH3:30])[CH3:29])=[O:26])([CH3:21])([CH3:20])[CH3:19].C(N(CC)CC)C. The catalyst is ClCCl.CN(C)C=O. The product is [C:18]([N:22]([CH2:23][CH2:24][C:25]([O:27][C:28]([CH3:31])([CH3:30])[CH3:29])=[O:26])[C:1](=[O:3])[C:4]1[CH:11]=[CH:10][C:7]([CH:8]=[O:9])=[CH:6][CH:5]=1)([CH3:21])([CH3:20])[CH3:19]. The yield is 1.00. (9) The catalyst is C(O)(C)C.C1(C)C=CC=CC=1.CCOC(C)=O. The reactants are Br[C:2]1[CH:33]=[CH:32][C:5]([CH2:6][N:7]([CH:21]2[CH2:26][CH2:25][N:24]([CH2:27][CH2:28][CH:29]([CH3:31])[CH3:30])[CH2:23][CH2:22]2)[C:8]([C:10]2[CH:15]=[CH:14][C:13]([CH2:16][CH2:17][CH2:18][CH2:19][CH3:20])=[CH:12][N:11]=2)=[O:9])=[CH:4][CH:3]=1.C(=O)([O-])[O-].[K+].[K+].B(O)(O)[C:41]1[CH:46]=[CH:45][C:44]([CH2:47]O[C:41]2[CH:46]=[CH:45][C:44](/[CH:47]=C3/C(N([CH2:47][C:44]4[CH:45]=[CH:46][C:41](F)=[CH:42][CH:43]=4)C(S/3)=O)=C)=[CH:43][CH:42]=2)=[CH:43][CH:42]=1.O. The yield is 0.610. The product is [CH3:47][C:44]1[CH:43]=[C:42]([C:2]2[CH:3]=[CH:4][C:5]([CH2:6][N:7]([CH:21]3[CH2:26][CH2:25][N:24]([CH2:27][CH2:28][CH:29]([CH3:30])[CH3:31])[CH2:23][CH2:22]3)[C:8]([C:10]3[CH:15]=[CH:14][C:13]([CH2:16][CH2:17][CH2:18][CH2:19][CH3:20])=[CH:12][N:11]=3)=[O:9])=[CH:32][CH:33]=2)[CH:41]=[CH:46][CH:45]=1.